This data is from Reaction yield outcomes from USPTO patents with 853,638 reactions. The task is: Predict the reaction yield, written as a fraction of the theoretical maximum amount of product (1.0 means a 100% yield; for example, 0.34 means a 34% yield). (1) The reactants are CO[C:3](=[O:15])[CH:4]([NH:6][C:7]([C:9]1[CH:10]=[N:11][CH:12]=[CH:13][CH:14]=1)=[O:8])[CH3:5].[CH3:16][NH2:17]. The catalyst is C(O)C. The product is [CH3:16][NH:17][C:3]([CH:4]([NH:6][C:7](=[O:8])[C:9]1[CH:14]=[CH:13][CH:12]=[N:11][CH:10]=1)[CH3:5])=[O:15]. The yield is 0.500. (2) The catalyst is C(#N)C.[NH4+].[Cl-]. The product is [Cl:8][C:6]1[N:5]=[CH:4][N:3]=[C:2]([N:20]2[CH2:19][CH:18]3[CH2:17][N:16]([C:14]([O:13][C:9]([CH3:12])([CH3:11])[CH3:10])=[O:15])[CH2:23][CH:22]3[CH2:21]2)[N:7]=1. The reactants are Cl[C:2]1[N:7]=[C:6]([Cl:8])[N:5]=[CH:4][N:3]=1.[C:9]([O:13][C:14]([N:16]1[CH2:23][CH:22]2[CH:18]([CH2:19][NH:20][CH2:21]2)[CH2:17]1)=[O:15])([CH3:12])([CH3:11])[CH3:10].CCN(C(C)C)C(C)C. The yield is 0.440.